Dataset: Full USPTO retrosynthesis dataset with 1.9M reactions from patents (1976-2016). Task: Predict the reactants needed to synthesize the given product. (1) Given the product [NH2:11][C:3]1[CH:4]=[C:5]([CH:9]=[CH:10][C:2]=1[OH:1])[C:6]([OH:8])=[O:7], predict the reactants needed to synthesize it. The reactants are: [OH:1][C:2]1[CH:10]=[CH:9][C:5]([C:6]([OH:8])=[O:7])=[CH:4][C:3]=1[N+:11]([O-])=O. (2) Given the product [C:1]([C:3]1[C:12]2[C:7](=[CH:8][CH:9]=[C:10]([O:13][C:14]3[CH:19]=[CH:18][CH:17]=[CH:16][CH:15]=3)[CH:11]=2)[C:6]([OH:20])=[C:5]([C:21]([OH:23])=[O:22])[N:4]=1)#[N:2], predict the reactants needed to synthesize it. The reactants are: [C:1]([C:3]1[C:12]2[C:7](=[CH:8][CH:9]=[C:10]([O:13][C:14]3[CH:19]=[CH:18][CH:17]=[CH:16][CH:15]=3)[CH:11]=2)[C:6]([OH:20])=[C:5]([C:21]([O:23]C)=[O:22])[N:4]=1)#[N:2].[OH-].[Na+].C1COCC1.Cl. (3) Given the product [C:26]1([C:3]2[C:2](/[CH:46]=[CH:45]/[C@H:35]3[O:34][C:33]([CH3:32])([CH3:47])[O:38][C@@H:37]([CH2:39][C:40]([O:42][CH2:43][CH3:44])=[O:41])[CH2:36]3)=[C:6]([C:7]3[CH:8]=[CH:9][CH:10]=[CH:11][CH:12]=3)[N:5]([C:13]3[CH:18]=[CH:17][N:16]=[C:15]([NH:19][C:20]4[CH:21]=[CH:22][CH:23]=[CH:24][CH:25]=4)[N:14]=3)[N:4]=2)[CH:27]=[CH:28][CH:29]=[CH:30][CH:31]=1, predict the reactants needed to synthesize it. The reactants are: Br[C:2]1[C:3]([C:26]2[CH:31]=[CH:30][CH:29]=[CH:28][CH:27]=2)=[N:4][N:5]([C:13]2[CH:18]=[CH:17][N:16]=[C:15]([NH:19][C:20]3[CH:25]=[CH:24][CH:23]=[CH:22][CH:21]=3)[N:14]=2)[C:6]=1[C:7]1[CH:12]=[CH:11][CH:10]=[CH:9][CH:8]=1.[CH3:32][C:33]1([CH3:47])[O:38][C@H:37]([CH2:39][C:40]([O:42][CH2:43][CH3:44])=[O:41])[CH2:36][C@H:35]([CH:45]=[CH2:46])[O:34]1. (4) Given the product [N:18]1([C:24]2[N:29]=[CH:28][C:27]([NH:30][C:12]([C:10]3[N:11]=[C:7]([C:1]4[CH:2]=[CH:3][CH:4]=[CH:5][CH:6]=4)[O:8][C:9]=3[CH2:15][CH2:16][CH3:17])=[O:14])=[CH:26][CH:25]=2)[CH2:23][CH2:22][O:21][CH2:20][CH2:19]1, predict the reactants needed to synthesize it. The reactants are: [C:1]1([C:7]2[O:8][C:9]([CH2:15][CH2:16][CH3:17])=[C:10]([C:12]([OH:14])=O)[N:11]=2)[CH:6]=[CH:5][CH:4]=[CH:3][CH:2]=1.[N:18]1([C:24]2[N:29]=[CH:28][C:27]([NH2:30])=[CH:26][CH:25]=2)[CH2:23][CH2:22][O:21][CH2:20][CH2:19]1.